From a dataset of Forward reaction prediction with 1.9M reactions from USPTO patents (1976-2016). Predict the product of the given reaction. Given the reactants [F:1][C:2]1[CH:7]=[CH:6][CH:5]=[C:4]([F:8])[C:3]=1[NH:9][C:10]([CH:12]1[N:20]([C:21](=[O:43])[C@@H:22]([NH:29][C:30](=[O:42])[C@@H:31]([N:33](C)[C:34](=O)OC(C)(C)C)[CH3:32])[CH:23]2[CH2:28][CH2:27][O:26][CH2:25][CH2:24]2)[C:15]2=[N:16][CH:17]=[CH:18][CH:19]=[C:14]2[CH2:13]1)=[O:11].C(O)(C(F)(F)F)=O, predict the reaction product. The product is: [F:8][C:4]1[CH:5]=[CH:6][CH:7]=[C:2]([F:1])[C:3]=1[NH:9][C:10]([C@H:12]1[N:20]([C:21](=[O:43])[C@@H:22]([NH:29][C:30](=[O:42])[C@@H:31]([NH:33][CH3:34])[CH3:32])[CH:23]2[CH2:24][CH2:25][O:26][CH2:27][CH2:28]2)[C:15]2=[N:16][CH:17]=[CH:18][CH:19]=[C:14]2[CH2:13]1)=[O:11].